Task: Predict the reactants needed to synthesize the given product.. Dataset: Full USPTO retrosynthesis dataset with 1.9M reactions from patents (1976-2016) (1) The reactants are: C[Al](C)C.[NH2:5][C:6]1[CH:13]=[CH:12][C:9]([C:10]#[N:11])=[CH:8][N:7]=1.[Si:14]([O:21][CH2:22][CH2:23][CH2:24][C@H:25]([O:30][C:31]1[N:36]=[CH:35][N:34]=[C:33]2[N:37]([C:40]3[C:45]([Cl:46])=[CH:44][CH:43]=[CH:42][N:41]=3)[N:38]=[CH:39][C:32]=12)[C:26](OC)=[O:27])([C:17]([CH3:20])([CH3:19])[CH3:18])([CH3:16])[CH3:15]. Given the product [Si:14]([O:21][CH2:22][CH2:23][CH2:24][C@H:25]([O:30][C:31]1[N:36]=[CH:35][N:34]=[C:33]2[N:37]([C:40]3[C:45]([Cl:46])=[CH:44][CH:43]=[CH:42][N:41]=3)[N:38]=[CH:39][C:32]=12)[C:26]([NH:5][C:6]1[CH:13]=[CH:12][C:9]([C:10]#[N:11])=[CH:8][N:7]=1)=[O:27])([C:17]([CH3:19])([CH3:20])[CH3:18])([CH3:15])[CH3:16], predict the reactants needed to synthesize it. (2) The reactants are: Br[C:2]1[S:3][C:4]2[C:10]([C:11]3[CH:16]=[CH:15][C:14]([Cl:17])=[CH:13][CH:12]=3)=[C:9]([C@H:18]([O:24][C:25]([CH3:28])([CH3:27])[CH3:26])[C:19]([O:21][CH2:22][CH3:23])=[O:20])[C:8]([CH3:29])=[CH:7][C:5]=2[N:6]=1.[NH:30]1[C:34]2[CH:35]=[C:36](B(O)O)[CH:37]=[CH:38][C:33]=2[N:32]=[CH:31]1.C([O-])([O-])=O.[K+].[K+]. Given the product [NH:30]1[C:34]2[CH:35]=[C:36]([C:2]3[S:3][C:4]4[C:10]([C:11]5[CH:16]=[CH:15][C:14]([Cl:17])=[CH:13][CH:12]=5)=[C:9]([C@H:18]([O:24][C:25]([CH3:28])([CH3:27])[CH3:26])[C:19]([O:21][CH2:22][CH3:23])=[O:20])[C:8]([CH3:29])=[CH:7][C:5]=4[N:6]=3)[CH:37]=[CH:38][C:33]=2[N:32]=[CH:31]1, predict the reactants needed to synthesize it. (3) Given the product [Br:1][C:6]1[CH:7]=[N:3][N:4]2[CH2:10][CH2:9][CH2:8][C:5]=12, predict the reactants needed to synthesize it. The reactants are: [Br:1]Br.[N:3]1[N:4]2[CH2:10][CH2:9][CH2:8][C:5]2=[CH:6][CH:7]=1.CC([O-])=O.[Na+].C(=O)(O)[O-].[Na+]. (4) Given the product [NH2:19][CH2:18][CH2:17][CH2:16][CH2:15][CH2:14][CH2:13][CH2:12][CH2:11][NH:10][CH2:9][CH2:8][CH2:7][CH2:6][CH2:5][CH2:4][CH2:3][CH2:2][NH:1][C:28]([NH:27][C:25]([O:24][C:20]([CH3:23])([CH3:22])[CH3:21])=[O:26])=[N:31][C:32]([O:34][C:35]([CH3:38])([CH3:37])[CH3:36])=[O:33], predict the reactants needed to synthesize it. The reactants are: [NH2:1][CH2:2][CH2:3][CH2:4][CH2:5][CH2:6][CH2:7][CH2:8][CH2:9][NH:10][CH2:11][CH2:12][CH2:13][CH2:14][CH2:15][CH2:16][CH2:17][CH2:18][NH2:19].[C:20]([O:24][C:25]([NH:27][C:28](=[N:31][C:32]([O:34][C:35]([CH3:38])([CH3:37])[CH3:36])=[O:33])SC)=[O:26])([CH3:23])([CH3:22])[CH3:21]. (5) Given the product [NH2:1][C:2]([C:4]1[CH:5]=[N:6][C:7]2[C:12]([C:13]=1[NH:14][C:15]1[CH:16]=[C:17]([CH:23]=[CH:24][CH:25]=1)[C:18]([OH:20])=[O:19])=[CH:11][CH:10]=[C:9]([C:26]1[CH:31]=[CH:30][C:29]([O:32][CH3:33])=[CH:28][C:27]=1[O:34][CH3:35])[CH:8]=2)=[O:3], predict the reactants needed to synthesize it. The reactants are: [NH2:1][C:2]([C:4]1[CH:5]=[N:6][C:7]2[C:12]([C:13]=1[NH:14][C:15]1[CH:16]=[C:17]([CH:23]=[CH:24][CH:25]=1)[C:18]([O:20]CC)=[O:19])=[CH:11][CH:10]=[C:9]([C:26]1[CH:31]=[CH:30][C:29]([O:32][CH3:33])=[CH:28][C:27]=1[O:34][CH3:35])[CH:8]=2)=[O:3].[OH-].[Na+]. (6) The reactants are: [NH2:1][C:2]1[CH:7]=[CH:6][C:5]([O:8][C:9]([F:12])([F:11])[F:10])=[CH:4][C:3]=1[S:13][CH2:14][C:15]#[N:16]. Given the product [NH2:16][C:15]1[CH2:14][S:13][C:3]2[CH:4]=[C:5]([O:8][C:9]([F:10])([F:11])[F:12])[CH:6]=[CH:7][C:2]=2[N:1]=1, predict the reactants needed to synthesize it.